From a dataset of Full USPTO retrosynthesis dataset with 1.9M reactions from patents (1976-2016). Predict the reactants needed to synthesize the given product. (1) Given the product [Cl:1][C:2]1[CH:15]=[CH:14][C:13]([NH2:16])=[CH:12][C:3]=1[CH2:4][O:5][C:6]1[CH:7]=[N:8][CH:9]=[CH:10][CH:11]=1, predict the reactants needed to synthesize it. The reactants are: [Cl:1][C:2]1[CH:15]=[CH:14][C:13]([N+:16]([O-])=O)=[CH:12][C:3]=1[CH2:4][O:5][C:6]1[CH:7]=[N:8][CH:9]=[CH:10][CH:11]=1. (2) Given the product [C:16]([N:11]1[CH2:10][CH2:9][N:8]([C:1]([O:3][C:4]([CH3:7])([CH3:6])[CH3:5])=[O:2])[CH2:13][CH2:12]1)(=[O:23])[C:17]1[CH:22]=[CH:21][CH:20]=[CH:19][CH:18]=1, predict the reactants needed to synthesize it. The reactants are: [C:1]([N:8]1[CH2:13][CH2:12][NH:11][CH2:10][CH2:9]1)([O:3][C:4]([CH3:7])([CH3:6])[CH3:5])=[O:2].[OH-].[Na+].[C:16](Cl)(=[O:23])[C:17]1[CH:22]=[CH:21][CH:20]=[CH:19][CH:18]=1. (3) Given the product [C:15]([O:18][CH2:19][C:20]1[CH:25]=[C:24]([C:26]([O:28][CH3:29])=[O:27])[CH:23]=[C:22]([CH2:30][NH:10][CH2:9][C:7]2[C:6]([CH2:11][CH:12]([CH3:14])[CH3:13])=[CH:5][CH:4]=[C:3]([O:2][CH3:1])[N:8]=2)[N:21]=1)(=[O:17])[CH3:16], predict the reactants needed to synthesize it. The reactants are: [CH3:1][O:2][C:3]1[N:8]=[C:7]([CH2:9][NH2:10])[C:6]([CH2:11][CH:12]([CH3:14])[CH3:13])=[CH:5][CH:4]=1.[C:15]([O:18][CH2:19][C:20]1[CH:25]=[C:24]([C:26]([O:28][CH3:29])=[O:27])[CH:23]=[C:22]([CH:30]=O)[N:21]=1)(=[O:17])[CH3:16]. (4) Given the product [CH3:16][N:17]([CH3:21])[C:18]([N:3]1[CH:4]([CH3:8])[CH2:5][NH:6][CH2:7][CH:2]1[CH3:1])=[O:19], predict the reactants needed to synthesize it. The reactants are: [CH3:1][CH:2]1[CH2:7][NH:6][CH2:5][CH:4]([CH3:8])[NH:3]1.C(N(CC)CC)C.[CH3:16][N:17]([CH3:21])[C:18](Cl)=[O:19]. (5) Given the product [Br:1][C:2]1[CH:7]=[CH:6][CH:5]=[C:4]2[C:3]=1[NH:8][CH:12]=[CH:11]2, predict the reactants needed to synthesize it. The reactants are: [Br:1][C:2]1[CH:7]=[CH:6][CH:5]=[CH:4][C:3]=1[N+:8]([O-])=O.[CH:11]([Mg]Br)=[CH2:12].[Cl-].[NH4+]. (6) Given the product [Cl:19][C:16]1[CH:15]=[CH:14][C:13]([C:11]2[C:10]3[CH:20]=[C:21]([O:24][S:36]([C:39]([F:42])([F:41])[F:40])(=[O:38])=[O:37])[CH:22]=[CH:23][C:9]=3[N:8]3[C:25]([CH3:28])=[N:26][N:27]=[C:7]3[C@H:6]([CH2:5][C:4]([O:3][CH2:1][CH3:2])=[O:29])[N:12]=2)=[CH:18][CH:17]=1, predict the reactants needed to synthesize it. The reactants are: [CH2:1]([O:3][C:4](=[O:29])[CH2:5][C@@H:6]1[N:12]=[C:11]([C:13]2[CH:18]=[CH:17][C:16]([Cl:19])=[CH:15][CH:14]=2)[C:10]2[CH:20]=[C:21]([OH:24])[CH:22]=[CH:23][C:9]=2[N:8]2[C:25]([CH3:28])=[N:26][N:27]=[C:7]12)[CH3:2].N1C=CC=CC=1.[S:36](O[S:36]([C:39]([F:42])([F:41])[F:40])(=[O:38])=[O:37])([C:39]([F:42])([F:41])[F:40])(=[O:38])=[O:37]. (7) The reactants are: C(OC([N:8]1[CH2:12][CH2:11][CH2:10][C@H:9]1[CH2:13][O:14][C:15]1[CH:16]=[C:17]([C:25]([O:27][CH3:28])=[O:26])[C:18](=[CH:23][CH:24]=1)[C:19]([O:21][CH3:22])=[O:20])=O)(C)(C)C.C(O)(C(F)(F)F)=O. Given the product [NH:8]1[CH2:12][CH2:11][CH2:10][C@H:9]1[CH2:13][O:14][C:15]1[CH:16]=[C:17]([C:25]([O:27][CH3:28])=[O:26])[C:18](=[CH:23][CH:24]=1)[C:19]([O:21][CH3:22])=[O:20], predict the reactants needed to synthesize it. (8) The reactants are: Cl[C:2]1[N:7]=[C:6]([C:8]([OH:11])([CH3:10])[CH3:9])[CH:5]=[C:4]([N:12]2[CH2:17][CH2:16][O:15][CH2:14][C@@H:13]2[CH3:18])[N:3]=1.CC1(C)C(C)(C)OB([C:27]2[CH:33]=[CH:32][C:30]([NH2:31])=[CH:29][CH:28]=2)O1.C(=O)([O-])[O-].[Na+].[Na+]. Given the product [NH2:31][C:30]1[CH:32]=[CH:33][C:27]([C:2]2[N:7]=[C:6]([C:8]([OH:11])([CH3:10])[CH3:9])[CH:5]=[C:4]([N:12]3[CH2:17][CH2:16][O:15][CH2:14][C@@H:13]3[CH3:18])[N:3]=2)=[CH:28][CH:29]=1, predict the reactants needed to synthesize it. (9) Given the product [I:1][C:2]1[CH:7]=[CH:6][C:5](/[C:8](/[C:12]2[CH:17]=[CH:16][C:15]([S:18][C:19]([F:22])([F:20])[F:21])=[CH:14][CH:13]=2)=[CH:9]\[CH2:10][O:11][C:33]2[CH:32]=[CH:31][C:25]([O:26][CH2:27][C:28]([O:30][CH3:60])=[O:29])=[C:24]([CH3:23])[CH:34]=2)=[CH:4][CH:3]=1, predict the reactants needed to synthesize it. The reactants are: [I:1][C:2]1[CH:7]=[CH:6][C:5](/[C:8](/[C:12]2[CH:17]=[CH:16][C:15]([S:18][C:19]([F:22])([F:21])[F:20])=[CH:14][CH:13]=2)=[CH:9]\[CH2:10][OH:11])=[CH:4][CH:3]=1.[CH3:23][C:24]1[CH:34]=[C:33](OC/C=C(/C2C=CC(C#CCN3CCOCC3)=CC=2)\C2C=CC=CC=2)[CH:32]=[CH:31][C:25]=1[O:26][CH2:27][C:28]([OH:30])=[O:29].[C:60]1(P(C2C=CC=CC=2)C2C=CC=CC=2)C=CC=CC=1.N(C(OC(C)C)=O)=NC(OC(C)C)=O.